The task is: Predict the reactants needed to synthesize the given product.. This data is from Full USPTO retrosynthesis dataset with 1.9M reactions from patents (1976-2016). (1) Given the product [N+:16]([C:19]1[CH:24]=[CH:23][CH:22]=[CH:21][C:20]=1[O:25][CH2:2][C:3]([O:5][C:6]([CH3:9])([CH3:8])[CH3:7])=[O:4])([O-:18])=[O:17], predict the reactants needed to synthesize it. The reactants are: Br[CH2:2][C:3]([O:5][C:6]([CH3:9])([CH3:8])[CH3:7])=[O:4].C(=O)([O-])[O-].[Cs+].[Cs+].[N+:16]([C:19]1[CH:24]=[CH:23][CH:22]=[CH:21][C:20]=1[OH:25])([O-:18])=[O:17].O. (2) Given the product [NH2:1][C@H:2]([C:6]([N:8]([CH3:24])[C@H:9]([C:13]([N:15]1[CH2:23][CH2:22][CH2:21][C@H:16]1[C:17]([O:19][CH3:20])=[O:18])=[O:14])[CH:10]([CH3:12])[CH3:11])=[O:7])[CH:3]([CH3:4])[CH3:5], predict the reactants needed to synthesize it. The reactants are: [NH:1](C(OCC1C=CC=CC=1)=O)[C@H:2]([C:6]([N:8]([CH3:24])[C@H:9]([C:13]([N:15]1[CH2:23][CH2:22][CH2:21][C@H:16]1[C:17]([O:19][CH3:20])=[O:18])=[O:14])[CH:10]([CH3:12])[CH3:11])=[O:7])[CH:3]([CH3:5])[CH3:4]. (3) Given the product [F:10][C:11]1[C:20]([F:21])=[CH:19][C:18]([N+:1]([O-:4])=[O:2])=[C:17]([F:22])[C:12]=1[C:13]([O:15][CH3:16])=[O:14], predict the reactants needed to synthesize it. The reactants are: [N+:1]([O-:4])(O)=[O:2].S(=O)(=O)(O)O.[F:10][C:11]1[C:20]([F:21])=[CH:19][CH:18]=[C:17]([F:22])[C:12]=1[C:13]([O:15][CH3:16])=[O:14]. (4) Given the product [O:14]=[C:9]1[CH2:8][C:7]2[C:11](=[CH:12][CH:13]=[C:5]([C:3]([NH:2][C:1]3[CH:22]=[CH:23][CH:18]=[CH:19][CH:20]=3)=[O:4])[CH:6]=2)[NH:10]1, predict the reactants needed to synthesize it. The reactants are: [CH3:1][NH:2][C:3]([C:5]1[CH:6]=[C:7]2[C:11](=[CH:12][CH:13]=1)[NH:10][C:9](=[O:14])[CH2:8]2)=[O:4].O=C1C[C:23]2[C:18](=[CH:19][C:20](C(O)=O)=C[CH:22]=2)N1.NC1C=CC=CC=1. (5) Given the product [CH3:44][N:28]([CH3:27])[C:29]1[CH:30]=[CH:31][C:32]([C:56]2[N:55]=[C:54]([NH:53][CH2:52][CH:51]([C:45]3[CH:50]=[CH:49][CH:48]=[CH:47][CH:46]=3)[C:75]3[CH:80]=[CH:79][CH:78]=[CH:77][N:76]=3)[C:63]3[C:58](=[CH:59][CH:60]=[CH:61][CH:62]=3)[N:57]=2)=[CH:33][CH:34]=1, predict the reactants needed to synthesize it. The reactants are: ClC1N=CC2C(NCC(C3C=CC=CC=3)C3C=CC=CN=3)=CC=CC=2N=1.[CH3:27][N:28]([CH3:44])[C:29]1[CH:34]=[CH:33][C:32](B2OC(C)(C)C(C)(C)O2)=[CH:31][CH:30]=1.[C:45]1([CH:51]([C:75]2[CH:80]=[CH:79][CH:78]=[CH:77][N:76]=2)[CH2:52][NH:53][C:54]2[C:63]3[C:58](=[CH:59][CH:60]=[CH:61][CH:62]=3)[N:57]=[C:56](C3C=CC(NS(C)(=O)=O)=CC=3)[N:55]=2)[CH:50]=[CH:49][CH:48]=[CH:47][CH:46]=1. (6) Given the product [CH2:13]([N:12]([CH2:16][CH2:17][CH3:18])[C:10]([C:8]1[CH:9]=[C:4]([CH:5]=[C:6]([C:29]2[CH:28]=[CH:27][CH:26]=[C:25]3[C:30]=2[N:21]=[CH:22][CH:23]=[CH:24]3)[CH:7]=1)[C:3]([O:2][CH3:1])=[O:20])=[O:11])[CH2:14][CH3:15], predict the reactants needed to synthesize it. The reactants are: [CH3:1][O:2][C:3](=[O:20])[C:4]1[CH:9]=[C:8]([C:10]([N:12]([CH2:16][CH2:17][CH3:18])[CH2:13][CH2:14][CH3:15])=[O:11])[CH:7]=[C:6](Br)[CH:5]=1.[N:21]1[C:30]2[C:25](=[CH:26][CH:27]=[CH:28][C:29]=2B(O)O)[CH:24]=[CH:23][CH:22]=1.C(=O)([O-])[O-].[Na+].[Na+]. (7) Given the product [C:13]1([C:19]2([C:21]3[CH:30]=[CH:29][C:28]4[C:23](=[C:24]([C:31]5[NH:39][C:38]6[CH2:37][CH2:36][NH:35][C:34](=[O:40])[C:33]=6[CH:32]=5)[CH:25]=[CH:26][CH:27]=4)[N:22]=3)[CH2:1][CH2:20]2)[CH:18]=[CH:17][CH:16]=[CH:15][CH:14]=1, predict the reactants needed to synthesize it. The reactants are: [CH3:1]C(C)([O-])C.[K+].[I-].C[S+](C)(C)=O.[C:13]1([C:19]([C:21]2[CH:30]=[CH:29][C:28]3[C:23](=[C:24]([C:31]4[NH:39][C:38]5[CH2:37][CH2:36][NH:35][C:34](=[O:40])[C:33]=5[CH:32]=4)[CH:25]=[CH:26][CH:27]=3)[N:22]=2)=[CH2:20])[CH:18]=[CH:17][CH:16]=[CH:15][CH:14]=1. (8) Given the product [O:19]=[C:18]([NH:1][C:2]1[CH:7]=[CH:6][CH:5]=[CH:4][CH:3]=1)[CH2:17][C:16]([OH:21])=[O:15], predict the reactants needed to synthesize it. The reactants are: [NH2:1][C:2]1[CH:7]=[CH:6][CH:5]=[CH:4][CH:3]=1.C[Si](Cl)(C)C.CC1(C)[O:19][C:18](=O)[CH2:17][C:16](=[O:21])[O:15]1.C([O-])(O)=O.[Na+]. (9) The reactants are: [O:1]=[C:2]1[C:7]2[N:8]=[C:9]([CH2:24][CH2:25][CH3:26])[N:10]([C:11]3[CH:19]=[CH:18][C:14]([C:15](O)=[O:16])=[CH:13][C:12]=3[C:20]([F:23])([F:22])[F:21])[C:6]=2[CH:5]=[CH:4][NH:3]1.CN(C(ON1N=NC2C=CC=CC1=2)=[N+](C)C)C.[B-](F)(F)(F)F.C(N(C(C)C)CC)(C)C.[Cl:58][C:59]1[CH:73]=[CH:72][C:62]2[NH:63][C:64]([C@@H:66]([NH2:71])[CH2:67][CH2:68][S:69][CH3:70])=[N:65][C:61]=2[CH:60]=1. Given the product [Cl:58][C:59]1[CH:73]=[CH:72][C:62]2[NH:63][C:64]([C@@H:66]([NH:71][C:15](=[O:16])[C:14]3[CH:18]=[CH:19][C:11]([N:10]4[C:6]5[CH:5]=[CH:4][NH:3][C:2](=[O:1])[C:7]=5[N:8]=[C:9]4[CH2:24][CH2:25][CH3:26])=[C:12]([C:20]([F:21])([F:23])[F:22])[CH:13]=3)[CH2:67][CH2:68][S:69][CH3:70])=[N:65][C:61]=2[CH:60]=1, predict the reactants needed to synthesize it.